Dataset: Reaction yield outcomes from USPTO patents with 853,638 reactions. Task: Predict the reaction yield, written as a fraction of the theoretical maximum amount of product (1.0 means a 100% yield; for example, 0.34 means a 34% yield). (1) The reactants are [C:1]1([CH2:11][C:12]([OH:14])=[O:13])([CH2:7][C:8]([OH:10])=O)[CH2:6][CH2:5][CH2:4][CH2:3][CH2:2]1.C(OC(=O)C)(=O)C. No catalyst specified. The product is [C:1]12([CH2:7][C:8](=[O:10])[O:14][C:12](=[O:13])[CH2:11]1)[CH2:2][CH2:3][CH2:4][CH2:5][CH2:6]2. The yield is 1.00. (2) The reactants are [Cl:1][C:2]1[CH:7]=[CH:6][N:5]=[C:4]2[N:8]([CH2:14][O:15][CH2:16][CH2:17][Si:18]([CH3:21])([CH3:20])[CH3:19])[C:9](B(O)O)=[CH:10][C:3]=12.I[C:23]1[CH:24]=[N:25][CH:26]=[CH:27][CH:28]=1.[O-]P([O-])([O-])=O.[K+].[K+].[K+]. The catalyst is COCCOC.CCOC(C)=O.CC([O-])=O.CC([O-])=O.[Pd+2].C1(P(C2CCCCC2)C2C=CC=CC=2C2C(CCC)=CC(CCC)=CC=2CCC)CCCCC1. The product is [Cl:1][C:2]1[CH:7]=[CH:6][N:5]=[C:4]2[N:8]([CH2:14][O:15][CH2:16][CH2:17][Si:18]([CH3:21])([CH3:20])[CH3:19])[C:9]([C:23]3[CH:24]=[N:25][CH:26]=[CH:27][CH:28]=3)=[CH:10][C:3]=12. The yield is 0.520. (3) The reactants are [Br:1][C:2]1[CH:3]=[C:4]([NH:10][C:11]2[N:16]=[CH:15][C:14]([N:17]3[CH2:22][CH2:21][N:20](C(OC(C)(C)C)=O)[C@H:19]([CH3:30])[CH2:18]3)=[CH:13][CH:12]=2)[C:5](=[O:9])[N:6]([CH3:8])[CH:7]=1.FC(F)(F)C(O)=O.[OH-].[Na+]. The catalyst is ClCCl. The product is [Br:1][C:2]1[CH:3]=[C:4]([NH:10][C:11]2[CH:12]=[CH:13][C:14]([N:17]3[CH2:22][CH2:21][NH:20][C@H:19]([CH3:30])[CH2:18]3)=[CH:15][N:16]=2)[C:5](=[O:9])[N:6]([CH3:8])[CH:7]=1. The yield is 0.610. (4) The reactants are [CH2:1]([O:8][C@H:9]1[C@@H:14]([NH:15][C:16]([C:18]2[NH:19][CH:20]=[CH:21][N:22]=2)=[O:17])[CH2:13][CH2:12][N:11]([C:23]2[S:24][C:25]([C:28]([O:30]CC)=[O:29])=[CH:26][N:27]=2)[CH2:10]1)[C:2]1[CH:7]=[CH:6][CH:5]=[CH:4][CH:3]=1.[OH-].[Li+]. The catalyst is CO.ClCCl. The product is [CH2:1]([O:8][C@H:9]1[C@@H:14]([NH:15][C:16]([C:18]2[NH:22][CH:21]=[CH:20][N:19]=2)=[O:17])[CH2:13][CH2:12][N:11]([C:23]2[S:24][C:25]([C:28]([OH:30])=[O:29])=[CH:26][N:27]=2)[CH2:10]1)[C:2]1[CH:7]=[CH:6][CH:5]=[CH:4][CH:3]=1. The yield is 0.660. (5) The reactants are [C:1]([C:5]1[CH:6]=[CH:7][C:8]([Cl:12])=[C:9]([OH:11])[CH:10]=1)([CH3:4])([CH3:3])[CH3:2].CC(C)([O-])C.[K+].Br[C:20]1[S:21][CH:22]=[C:23]([C:25]([NH:27][C:28]2[C:29]([O:50][CH3:51])=[N:30][C:31]([NH:36][CH2:37][CH2:38][N:39]([CH:47]([CH3:49])[CH3:48])[C:40](=[O:46])[O:41][C:42]([CH3:45])([CH3:44])[CH3:43])=[N:32][C:33]=2[O:34][CH3:35])=[O:26])[N:24]=1. The catalyst is C1COCC1.CS(C)=O. The product is [C:1]([C:5]1[CH:6]=[CH:7][C:8]([Cl:12])=[C:9]([CH:10]=1)[O:11][C:20]1[S:21][CH:22]=[C:23]([C:25]([NH:27][C:28]2[C:29]([O:50][CH3:51])=[N:30][C:31]([NH:36][CH2:37][CH2:38][N:39]([CH:47]([CH3:48])[CH3:49])[C:40](=[O:46])[O:41][C:42]([CH3:44])([CH3:45])[CH3:43])=[N:32][C:33]=2[O:34][CH3:35])=[O:26])[N:24]=1)([CH3:4])([CH3:2])[CH3:3]. The yield is 0.700. (6) The reactants are [C:1]([O:7][CH2:8][CH3:9])(=[O:6])[CH2:2][C:3]([CH3:5])=O.[Cl:10][C:11]1[CH:18]=[C:17]([Cl:19])[CH:16]=[CH:15][C:12]=1[CH:13]=O.[NH4+:20].[OH-:21]. The catalyst is CCO.C(Cl)Cl. The product is [Cl:10][C:11]1[CH:18]=[C:17]([Cl:19])[CH:16]=[CH:15][C:12]=1[CH:13]1[C:2]([C:1]([O:7][CH2:8][CH3:9])=[O:6])=[C:3]([CH3:5])[NH:20][C:3]([CH3:5])=[C:2]1[C:1]([O:7][CH2:8][CH3:9])=[O:21]. The yield is 0.510. (7) The reactants are [CH2:1]([N:8]1[CH:13]2[CH2:14][CH2:15][CH:9]1[CH:10]=[C:11](OS(C1C=CC(C)=CC=1)(=O)=O)[CH2:12]2)[C:2]1[CH:7]=[CH:6][CH:5]=[CH:4][CH:3]=1.[C:27]([C:30]1[CH:31]=[C:32](B(O)O)[CH:33]=[CH:34][CH:35]=1)(=[O:29])[NH2:28].[F-].[Cs+]. The catalyst is C1C=CC(/C=C/C(/C=C/C2C=CC=CC=2)=O)=CC=1.C1C=CC(/C=C/C(/C=C/C2C=CC=CC=2)=O)=CC=1.C1C=CC(/C=C/C(/C=C/C2C=CC=CC=2)=O)=CC=1.[Pd].[Pd].C1(P(C2C=CC=CC=2)CCCCCP(C2C=CC=CC=2)C2C=CC=CC=2)C=CC=CC=1. The product is [CH2:1]([N:8]1[CH:13]2[CH2:14][CH2:15][CH:9]1[CH:10]=[C:11]([C:34]1[CH:35]=[C:30]([CH:31]=[CH:32][CH:33]=1)[C:27]([NH2:28])=[O:29])[CH2:12]2)[C:2]1[CH:3]=[CH:4][CH:5]=[CH:6][CH:7]=1. The yield is 0.640. (8) The reactants are [F:1][C:2]1[CH:7]=[CH:6][CH:5]=[C:4]([F:8])[C:3]=1[N:9]1[C:14]2[N:15]=[C:16](S(C)=O)[N:17]=[C:18]([C:19]3[CH:20]=[C:21]([CH:28]=[CH:29][C:30]=3[CH3:31])[C:22]([NH:24][CH:25]([CH3:27])[CH3:26])=[O:23])[C:13]=2[CH2:12][NH:11][C:10]1=[O:35].[CH3:36][N:37]([CH3:41])[CH2:38][CH2:39][NH2:40]. The catalyst is C1COCC1. The product is [F:1][C:2]1[CH:7]=[CH:6][CH:5]=[C:4]([F:8])[C:3]=1[N:9]1[C:14]2[N:15]=[C:16]([NH:40][CH2:39][CH2:38][N:37]([CH3:41])[CH3:36])[N:17]=[C:18]([C:19]3[CH:20]=[C:21]([CH:28]=[CH:29][C:30]=3[CH3:31])[C:22]([NH:24][CH:25]([CH3:27])[CH3:26])=[O:23])[C:13]=2[CH2:12][NH:11][C:10]1=[O:35]. The yield is 0.950.